From a dataset of Forward reaction prediction with 1.9M reactions from USPTO patents (1976-2016). Predict the product of the given reaction. (1) Given the reactants [Br:1][C:2]1[CH:10]=[CH:9][C:5]([C:6]([OH:8])=[O:7])=[C:4]([CH2:11][CH3:12])[CH:3]=1.[CH3:13]O, predict the reaction product. The product is: [CH3:13][O:7][C:6](=[O:8])[C:5]1[CH:9]=[CH:10][C:2]([Br:1])=[CH:3][C:4]=1[CH2:11][CH3:12]. (2) Given the reactants Cl.[NH2:2][OH:3].C(N(C(C)C)CC)(C)C.[C:13]1([P:19](Cl)([C:21]2[CH:26]=[CH:25][CH:24]=[CH:23][CH:22]=2)=[O:20])[CH:18]=[CH:17][CH:16]=[CH:15][CH:14]=1, predict the reaction product. The product is: [NH2:2][O:3][P:19](=[O:20])([C:21]1[CH:22]=[CH:23][CH:24]=[CH:25][CH:26]=1)[C:13]1[CH:18]=[CH:17][CH:16]=[CH:15][CH:14]=1. (3) Given the reactants [C:1](Cl)(=[O:5])[C:2](Cl)=[O:3].[NH2:7][C:8]1[CH:17]=[CH:16][C:11]2[N:12]=[C:13]([CH3:15])[S:14][C:10]=2[CH:9]=1.C([N:20]([CH2:23][CH3:24])[CH2:21][CH3:22])C, predict the reaction product. The product is: [CH3:15][C:13]1[S:14][C:10]2[CH:9]=[C:8]([NH:7][C:2]([C:1]([NH:7][C:8]3[CH:17]=[CH:24][C:23]4[N:20]=[C:21]([CH3:22])[S:14][C:10]=4[CH:9]=3)=[O:5])=[O:3])[CH:17]=[CH:16][C:11]=2[N:12]=1.